This data is from Reaction yield outcomes from USPTO patents with 853,638 reactions. The task is: Predict the reaction yield, written as a fraction of the theoretical maximum amount of product (1.0 means a 100% yield; for example, 0.34 means a 34% yield). (1) The reactants are C[O:2][C:3](=[O:30])[CH2:4][CH2:5][C:6]([CH3:29])=[CH:7][CH2:8][C:9]1[C:10]([O:22][CH2:23][CH2:24][Si:25]([CH3:28])([CH3:27])[CH3:26])=[C:11]2[C:15](=[C:16]([CH3:20])[C:17]=1[O:18][CH3:19])[CH2:14][O:13][C:12]2=[O:21].[OH-].[Na+].Cl. The catalyst is CO.O. The product is [CH3:19][O:18][C:17]1[C:16]([CH3:20])=[C:15]2[C:11]([C:12](=[O:21])[O:13][CH2:14]2)=[C:10]([O:22][CH2:23][CH2:24][Si:25]([CH3:27])([CH3:26])[CH3:28])[C:9]=1[CH2:8][CH:7]=[C:6]([CH3:29])[CH2:5][CH2:4][C:3]([OH:30])=[O:2]. The yield is 0.830. (2) The catalyst is OS(O)(=O)=O. The product is [Cl:1][C:2]1[CH:7]=[C:6]([C:8]2[CH:9]=[CH:10][C:11]([Cl:14])=[CH:12][CH:13]=2)[CH:5]=[CH:4][C:3]=1[CH2:15][C:16]([O:18][CH2:19][CH3:20])=[O:17]. The yield is 0.460. The reactants are [Cl:1][C:2]1[CH:7]=[C:6]([C:8]2[CH:13]=[CH:12][C:11]([Cl:14])=[CH:10][CH:9]=2)[CH:5]=[CH:4][C:3]=1[CH2:15][C:16]([OH:18])=[O:17].[CH3:19][CH2:20]O. (3) The product is [Cl:1][C:2]1[CH:28]=[C:27]([Cl:29])[CH:26]=[CH:25][C:3]=1[C:4]([NH:6][C:7]1[CH:12]=[C:11]([O:13][CH2:14][CH2:15][O:16][CH3:17])[CH:10]=[CH:9][C:8]=1/[CH:18]=[CH:19]/[C:20]([OH:22])=[O:21])=[O:5]. The reactants are [Cl:1][C:2]1[CH:28]=[C:27]([Cl:29])[CH:26]=[CH:25][C:3]=1[C:4]([NH:6][C:7]1[CH:12]=[C:11]([O:13][CH2:14][CH2:15][O:16][CH3:17])[CH:10]=[CH:9][C:8]=1/[CH:18]=[CH:19]/[C:20]([O:22]CC)=[O:21])=[O:5].[OH-].[Na+]. The catalyst is O1CCCC1.C(O)C. The yield is 0.960. (4) The product is [F:1][C:2]1[CH:7]=[CH:6][C:5]([CH:8]2[O:27][C:50](=[O:52])[NH:47][CH:9]2[CH2:13][C:14]2[CH:19]=[CH:18][CH:17]=[C:16]([O:20][C:21]3[CH:26]=[CH:25][CH:24]=[CH:23][CH:22]=3)[CH:15]=2)=[CH:4][CH:3]=1. The reactants are [F:1][C:2]1[CH:7]=[CH:6][C:5]([CH:8]([OH:27])[CH:9]([CH2:13][C:14]2[CH:19]=[CH:18][CH:17]=[C:16]([O:20][C:21]3[CH:26]=[CH:25][CH:24]=[CH:23][CH:22]=3)[CH:15]=2)C(O)=O)=[CH:4][CH:3]=1.C1(P(N=[N+]=[N-])(C2C=CC=CC=2)=O)C=CC=CC=1.C([N:47]([CH2:50]C)CC)C.[OH2:52]. The yield is 0.770. The catalyst is O1CCCC1. (5) The reactants are [Na].Cl.[NH2:3]O.[F:5][C:6]([CH3:14])([CH3:13])[C:7]([O:11]C)=[CH:8][C:9]#[N:10].Cl.[OH-].[Na+]. The catalyst is CO.O. The product is [F:5][C:6]([C:7]1[O:11][N:10]=[C:9]([NH2:3])[CH:8]=1)([CH3:14])[CH3:13]. The yield is 0.130. (6) The reactants are [CH:1]12[CH2:7][CH:4]([CH2:5][CH2:6]1)[CH2:3][CH:2]2[CH2:8][C:9]([OH:11])=O.C(Cl)(=O)C(Cl)=O.[NH4+:18].[OH-]. The catalyst is C(Cl)Cl.CN(C=O)C.C1COCC1. The product is [CH:1]12[CH2:7][CH:4]([CH2:5][CH2:6]1)[CH2:3][CH:2]2[CH2:8][C:9]([NH2:18])=[O:11]. The yield is 0.970.